Dataset: Catalyst prediction with 721,799 reactions and 888 catalyst types from USPTO. Task: Predict which catalyst facilitates the given reaction. (1) Reactant: [Cl:1][C:2]1[CH:11]=[C:10]([C:12]2[CH:17]=[CH:16][C:15]([F:18])=[CH:14][CH:13]=2)[C:9]2[C:4](=[CH:5][C:6]([CH3:19])=[CH:7][CH:8]=2)[N:3]=1.[Br:20]N1C(=O)CCC1=O.CC(N=NC(C#N)(C)C)(C#N)C. Product: [Br:20][CH2:19][C:6]1[CH:5]=[C:4]2[C:9]([C:10]([C:12]3[CH:13]=[CH:14][C:15]([F:18])=[CH:16][CH:17]=3)=[CH:11][C:2]([Cl:1])=[N:3]2)=[CH:8][CH:7]=1. The catalyst class is: 53. (2) Reactant: [CH3:1][N:2]([CH3:20])[C:3]([C@@H:5]1[CH2:9][CH2:8][CH2:7][N:6]1[C:10]1[CH:15]=[CH:14][C:13]([NH:16][C:17]([NH2:19])=[NH:18])=[CH:12][CH:11]=1)=[O:4].CN(C)/[CH:23]=[C:24](\[F:36])/[C:25]([C:27]1[N:31]([CH:32]([CH3:34])[CH3:33])[C:30]([CH3:35])=[N:29][CH:28]=1)=O. Product: [CH3:1][N:2]([CH3:20])[C:3]([C@@H:5]1[CH2:9][CH2:8][CH2:7][N:6]1[C:10]1[CH:15]=[CH:14][C:13]([NH:16][C:17]2[N:19]=[C:25]([C:27]3[N:31]([CH:32]([CH3:33])[CH3:34])[C:30]([CH3:35])=[N:29][CH:28]=3)[C:24]([F:36])=[CH:23][N:18]=2)=[CH:12][CH:11]=1)=[O:4]. The catalyst class is: 51. (3) The catalyst class is: 4. Reactant: [S:1]1[CH:5]=[CH:4][C:3]2[C:6]([N:10]3[CH2:15][CH2:14][N:13]([CH2:16][CH2:17][CH2:18][CH2:19][O:20][C:21]4[CH:30]=[C:29]5[C:24]([CH:25]=[CH:26][C:27](=[O:31])[NH:28]5)=[CH:23][CH:22]=4)[CH2:12][CH2:11]3)=[CH:7][CH:8]=[CH:9][C:2]1=2.C(N(CC)CC)C.[C:39](Cl)(=[O:51])[CH2:40][CH2:41][CH2:42][CH2:43][CH2:44][CH2:45][CH2:46][CH2:47][CH2:48][CH2:49][CH3:50].O. Product: [C:39]([O:31][C:27]1[CH:26]=[CH:25][C:24]2[C:29](=[CH:30][C:21]([O:20][CH2:19][CH2:18][CH2:17][CH2:16][N:13]3[CH2:12][CH2:11][N:10]([C:6]4[C:3]5[CH:4]=[CH:5][S:1][C:2]=5[CH:9]=[CH:8][CH:7]=4)[CH2:15][CH2:14]3)=[CH:22][CH:23]=2)[N:28]=1)(=[O:51])[CH2:40][CH2:41][CH2:42][CH2:43][CH2:44][CH2:45][CH2:46][CH2:47][CH2:48][CH2:49][CH3:50].